Dataset: Catalyst prediction with 721,799 reactions and 888 catalyst types from USPTO. Task: Predict which catalyst facilitates the given reaction. (1) Reactant: [CH2:1]([N:8]([C@@H:14]([C@H:17]([O:19][Si:20]([C:23]([CH3:26])([CH3:25])[CH3:24])([CH3:22])[CH3:21])[CH3:18])[CH2:15][OH:16])[C:9](=[O:13])[CH:10](Cl)[CH3:11])[C:2]1[CH:7]=[CH:6][CH:5]=[CH:4][CH:3]=1.CC(C)([O-])C.[K+]. Product: [CH2:1]([N:8]1[C@@H:14]([C@H:17]([O:19][Si:20]([C:23]([CH3:26])([CH3:25])[CH3:24])([CH3:22])[CH3:21])[CH3:18])[CH2:15][O:16][CH:10]([CH3:11])[C:9]1=[O:13])[C:2]1[CH:7]=[CH:6][CH:5]=[CH:4][CH:3]=1. The catalyst class is: 32. (2) Reactant: [OH:1][CH:2]1[CH2:6][CH2:5][N:4]([C:7]2[S:8][C:9]([C:12]([O:14][CH3:15])=[O:13])=[CH:10][N:11]=2)[CH2:3]1.[F:16][C:17]([F:26])([F:25])[C:18]1[CH:23]=[CH:22][CH:21]=[CH:20][C:19]=1O.C1(P(C2C=CC=CC=2)C2C=CC=CC=2)C=CC=CC=1.CCOC(/N=N/C(OCC)=O)=O. Product: [F:16][C:17]([F:26])([F:25])[C:18]1[CH:23]=[CH:22][CH:21]=[CH:20][C:19]=1[O:1][CH:2]1[CH2:6][CH2:5][N:4]([C:7]2[S:8][C:9]([C:12]([O:14][CH3:15])=[O:13])=[CH:10][N:11]=2)[CH2:3]1. The catalyst class is: 1. (3) Reactant: Br[C:2]1[CH:10]=[C:9]2[C:5]([C:6]3([CH2:15][CH2:14][CH2:13][CH2:12]3)[C:7](=[O:11])[NH:8]2)=[CH:4][CH:3]=1.[CH3:16][C:17]1[CH:25]=[CH:24][C:20]([C:21]([OH:23])=[O:22])=[CH:19][C:18]=1B1OC(C)(C)C(C)(C)O1.C(=O)([O-])[O-].[Cs+].[Cs+]. Product: [CH3:16][C:17]1[CH:25]=[CH:24][C:20]([C:21]([OH:23])=[O:22])=[CH:19][C:18]=1[C:2]1[CH:10]=[C:9]2[C:5]([C:6]3([CH2:15][CH2:14][CH2:13][CH2:12]3)[C:7](=[O:11])[NH:8]2)=[CH:4][CH:3]=1. The catalyst class is: 12. (4) Reactant: [K+].[CH3:2][O:3][C:4]([C:6]1[N:11]=[C:10]([C:12]([O-:14])=O)[CH:9]=[CH:8][CH:7]=1)=[O:5].CN(C(ON1N=NC2C=CC=CC1=2)=[N+](C)C)C.[B-](F)(F)(F)F.[NH2:37][CH2:38][C:39]1[C:44]([CH2:45][CH3:46])=[N:43][C:42]2[N:47]([CH2:50][CH3:51])[N:48]=[CH:49][C:41]=2[C:40]=1[NH:52][CH:53]1[CH2:58][CH2:57][O:56][CH2:55][CH2:54]1. Product: [CH2:50]([N:47]1[C:42]2=[N:43][C:44]([CH2:45][CH3:46])=[C:39]([CH2:38][NH:37][C:12]([C:10]3[N:11]=[C:6]([C:4]([O:3][CH3:2])=[O:5])[CH:7]=[CH:8][CH:9]=3)=[O:14])[C:40]([NH:52][CH:53]3[CH2:54][CH2:55][O:56][CH2:57][CH2:58]3)=[C:41]2[CH:49]=[N:48]1)[CH3:51]. The catalyst class is: 9. (5) Product: [Cl:1][C:2]1[CH:7]=[C:6]([Cl:8])[CH:5]=[CH:4][C:3]=1[C:9]1[C:10]2[CH2:22][NH:21][CH2:20][CH2:19][C:11]=2[N:12]=[C:13]([S:15]([CH3:18])(=[O:17])=[O:16])[N:14]=1. The catalyst class is: 4. Reactant: [Cl:1][C:2]1[CH:7]=[C:6]([Cl:8])[CH:5]=[CH:4][C:3]=1[C:9]1[C:10]2[CH2:22][N:21](C(OC(C)(C)C)=O)[CH2:20][CH2:19][C:11]=2[N:12]=[C:13]([S:15]([CH3:18])(=[O:17])=[O:16])[N:14]=1.FC(F)(F)C(O)=O. (6) Reactant: [CH3:1][C:2]1[N:3]([C@H:8]2[CH2:12][CH:11]([C:13]([O:15][CH2:16][C:17]3[CH:22]=[CH:21][CH:20]=[CH:19][CH:18]=3)=[O:14])[CH:10]=[CH:9]2)[C:4]([CH3:7])=[CH:5][CH:6]=1.[Li+].CC([N-]C(C)C)C.[C:31]1(=[O:35])[CH2:34][CH2:33][CH2:32]1. Product: [CH3:7][C:4]1[N:3]([C@H:8]2[CH2:12][C@@:11]([C:31]3([OH:35])[CH2:34][CH2:33][CH2:32]3)([C:13]([O:15][CH2:16][C:17]3[CH:22]=[CH:21][CH:20]=[CH:19][CH:18]=3)=[O:14])[CH:10]=[CH:9]2)[C:2]([CH3:1])=[CH:6][CH:5]=1. The catalyst class is: 1.